This data is from Full USPTO retrosynthesis dataset with 1.9M reactions from patents (1976-2016). The task is: Predict the reactants needed to synthesize the given product. (1) Given the product [Cl:1][C:2]1[CH:3]=[C:4]([CH:30]=[CH:31][C:32]=1[O:33][CH:34]([CH3:36])[CH3:35])[C:5]([NH:7][C@H:8]([CH2:27][CH2:28][OH:29])[CH2:9][C:10]1[CH:11]=[CH:12][C:13]([C:16]2[N:17]=[C:18]([C:22](=[N:24][OH:25])[CH3:23])[N:19]([CH3:21])[CH:20]=2)=[CH:14][CH:15]=1)=[O:6], predict the reactants needed to synthesize it. The reactants are: [Cl:1][C:2]1[CH:3]=[C:4]([CH:30]=[CH:31][C:32]=1[O:33][CH:34]([CH3:36])[CH3:35])[C:5]([NH:7][C@H:8]([CH2:27][CH2:28][OH:29])[CH2:9][C:10]1[CH:15]=[CH:14][C:13]([C:16]2[N:17]=[C:18]([C:22](=[N:24][O:25]C)[CH3:23])[N:19]([CH3:21])[CH:20]=2)=[CH:12][CH:11]=1)=[O:6].C[Mg+].[Br-].CCOCC. (2) Given the product [OH:31][CH:32]1[CH2:37][CH2:36][N:35]([CH2:2][CH2:3][O:4][C:5]2[CH:14]=[C:13]3[C:8]([C:9]([O:15][C:16]4[CH:17]=[N:18][N:19]([CH2:21][C:22]([O:24][C:25]([CH3:28])([CH3:27])[CH3:26])=[O:23])[CH:20]=4)=[N:10][CH:11]=[N:12]3)=[CH:7][C:6]=2[O:29][CH3:30])[CH2:34][CH2:33]1, predict the reactants needed to synthesize it. The reactants are: Br[CH2:2][CH2:3][O:4][C:5]1[CH:14]=[C:13]2[C:8]([C:9]([O:15][C:16]3[CH:17]=[N:18][N:19]([CH2:21][C:22]([O:24][C:25]([CH3:28])([CH3:27])[CH3:26])=[O:23])[CH:20]=3)=[N:10][CH:11]=[N:12]2)=[CH:7][C:6]=1[O:29][CH3:30].[OH:31][CH:32]1[CH2:37][CH2:36][NH:35][CH2:34][CH2:33]1. (3) Given the product [Cl:28][C:21]1[C:22]([C:24]([F:27])([F:26])[F:25])=[CH:23][C:18]([NH:17][C:5](=[O:6])[C:4]2[CH:8]=[CH:9][N:10]=[CH:11][C:3]=2[CH2:1][CH3:2])=[C:19]([OH:29])[CH:20]=1, predict the reactants needed to synthesize it. The reactants are: [CH2:1]([C:3]1[CH:11]=[N:10][CH:9]=[CH:8][C:4]=1[C:5](Cl)=[O:6])[CH3:2].CN(C=O)C.[NH2:17][C:18]1[CH:23]=[C:22]([C:24]([F:27])([F:26])[F:25])[C:21]([Cl:28])=[CH:20][C:19]=1[OH:29].C(N(CC)CC)C.